From a dataset of Full USPTO retrosynthesis dataset with 1.9M reactions from patents (1976-2016). Predict the reactants needed to synthesize the given product. (1) The reactants are: [C:1]([C:4]12[CH2:11][CH2:10][C:7]([NH:12][CH2:13][C:14]([N:16]3[CH2:20][C@@H:19]([F:21])[CH2:18][C@H:17]3[C:22]#[N:23])=[O:15])([CH2:8][CH2:9]1)[CH2:6][CH2:5]2)(O)=[O:2].ON1C2C=CC=CC=2N=N1.CN(C)C=O.[NH2:39][C@@H:40]([CH2:42][CH2:43][CH2:44][CH2:45][CH3:46])[CH3:41]. Given the product [F:21][C@@H:19]1[CH2:20][N:16]([C:14](=[O:15])[CH2:13][NH:12][C:7]23[CH2:6][CH2:5][C:4]([C:1]([NH:39][C@@H:40]([CH2:42][CH2:43][CH2:44][CH2:45][CH3:46])[CH3:41])=[O:2])([CH2:9][CH2:8]2)[CH2:11][CH2:10]3)[C@H:17]([C:22]#[N:23])[CH2:18]1, predict the reactants needed to synthesize it. (2) Given the product [Cl:18][C:19]1[CH:26]=[CH:25][CH:24]=[C:23]([Cl:27])[C:20]=1[CH2:21][N:12]1[C:13]([CH3:17])([CH3:16])[C:14](=[O:15])[N:11]1[CH:2]1[CH:3]2[CH2:4][CH:5]3[CH2:6][CH:7]([CH2:8][CH:1]1[CH2:10]3)[CH2:9]2, predict the reactants needed to synthesize it. The reactants are: [CH:1]12[CH2:10][CH:5]3[CH2:6][CH:7]([CH2:9][CH:3]([CH2:4]3)[CH:2]1[N:11]1[C:14](=[O:15])[C:13]([CH3:17])([CH3:16])[NH:12]1)[CH2:8]2.[Cl:18][C:19]1[CH:26]=[CH:25][CH:24]=[C:23]([Cl:27])[C:20]=1[CH2:21]Br. (3) Given the product [CH3:1][O:2][CH:3]1[CH2:8][CH2:7][N:6]([CH2:9][CH2:10][CH2:11][NH2:12])[CH2:5][CH2:4]1, predict the reactants needed to synthesize it. The reactants are: [CH3:1][O:2][CH:3]1[CH2:8][CH2:7][N:6]([CH2:9][CH2:10][CH2:11][N:12]2C(=O)C3C(=CC=CC=3)C2=O)[CH2:5][CH2:4]1. (4) Given the product [C:39]([O:43][C:44]([N:46]1[CH:51]([C:52]2[NH:53][C:54]([C:57]3[CH:66]=[CH:65][C:64]4[C:59](=[CH:60][CH:61]=[C:62]([C:26]5[CH:25]=[CH:24][C:23]([C:20]6[NH:19][C:18]([CH:17]7[CH2:16][C:13]8([CH2:14][CH2:15]8)[CH2:12][N:11]7[C:9](=[O:10])[CH:5]([NH:4][C:3]([O:2][CH3:1])=[O:38])[CH:6]([CH3:8])[CH3:7])=[N:22][CH:21]=6)=[CH:28][CH:27]=5)[CH:63]=4)[CH:58]=3)=[CH:55][N:56]=2)[CH:50]2[CH2:68][CH:47]1[CH2:48][CH2:49]2)=[O:45])([CH3:42])([CH3:41])[CH3:40], predict the reactants needed to synthesize it. The reactants are: [CH3:1][O:2][C:3](=[O:38])[NH:4][CH:5]([C:9]([N:11]1[CH:17]([C:18]2[NH:19][C:20]([C:23]3[CH:28]=[CH:27][C:26](B4OC(C)(C)C(C)(C)O4)=[CH:25][CH:24]=3)=[CH:21][N:22]=2)[CH2:16][C:13]2([CH2:15][CH2:14]2)[CH2:12]1)=[O:10])[CH:6]([CH3:8])[CH3:7].[C:39]([O:43][C:44]([N:46]1[CH:51]([C:52]2[NH:53][C:54]([C:57]3[CH:66]=[CH:65][C:64]4[C:59](=[CH:60][CH:61]=[C:62](Br)[CH:63]=4)[CH:58]=3)=[CH:55][N:56]=2)[CH:50]2[CH2:68][CH:47]1[CH2:48][CH2:49]2)=[O:45])([CH3:42])([CH3:41])[CH3:40].C([O-])([O-])=O.[K+].[K+].